Dataset: Full USPTO retrosynthesis dataset with 1.9M reactions from patents (1976-2016). Task: Predict the reactants needed to synthesize the given product. (1) Given the product [C:10]([O:14][C:15]([N:17]1[CH2:22][CH2:21][C:20]([CH2:30][C:29]2[CH:32]=[CH:33][C:26]([Cl:25])=[CH:27][CH:28]=2)([C:23]#[N:24])[CH2:19][CH2:18]1)=[O:16])([CH3:13])([CH3:11])[CH3:12], predict the reactants needed to synthesize it. The reactants are: C(N)(C)C.C([Li])CCC.[C:10]([O:14][C:15]([N:17]1[CH2:22][CH2:21][CH:20]([C:23]#[N:24])[CH2:19][CH2:18]1)=[O:16])([CH3:13])([CH3:12])[CH3:11].[Cl:25][C:26]1[CH:33]=[CH:32][C:29]([CH2:30]Cl)=[CH:28][CH:27]=1. (2) Given the product [C:10]([O:9][C:8]([NH:7][CH2:6][C:5]1[CH:15]=[CH:16][C:2]([O:1][CH2:21][C:20]([O:19][CH2:17][CH3:18])=[O:23])=[CH:3][CH:4]=1)=[O:14])([CH3:12])([CH3:13])[CH3:11], predict the reactants needed to synthesize it. The reactants are: [OH:1][C:2]1[CH:16]=[CH:15][C:5]([CH2:6][NH:7][C:8](=[O:14])[O:9][C:10]([CH3:13])([CH3:12])[CH3:11])=[CH:4][CH:3]=1.[CH2:17]([O:19][C:20](=[O:23])[CH2:21]Br)[CH3:18].C([O-])([O-])=O.[K+].[K+]. (3) Given the product [CH2:1]([O:3][C:4](=[O:21])[CH:5]([N:6]([CH2:7][C:8]1[CH:9]=[CH:10][CH:11]=[CH:12][CH:13]=1)[CH2:14][C:15]1[CH:20]=[CH:19][CH:18]=[CH:17][CH:16]=1)[C:31]([OH:32])([CH3:33])[CH3:30])[CH3:2], predict the reactants needed to synthesize it. The reactants are: [CH2:1]([O:3][C:4](=[O:21])[CH2:5][N:6]([CH2:14][C:15]1[CH:20]=[CH:19][CH:18]=[CH:17][CH:16]=1)[CH2:7][C:8]1[CH:13]=[CH:12][CH:11]=[CH:10][CH:9]=1)[CH3:2].C([N-]C(C)C)(C)C.[Li+].[CH3:30][C:31]([CH3:33])=[O:32].[Cl-].[NH4+]. (4) Given the product [CH3:32][O:33][C:34]1[CH:35]=[C:36]([C:2]2[C:3]3[CH:14]=[C:13]([C:15]4[CH:20]=[CH:19][CH:18]=[CH:17][CH:16]=4)[CH:12]=[CH:11][C:4]=3[N:5]([CH3:10])[C:6](=[O:9])[CH2:7][N:8]=2)[CH:37]=[CH:38][C:39]=1[O:40][CH3:41], predict the reactants needed to synthesize it. The reactants are: Cl[C:2]1[C:3]2[CH:14]=[C:13]([C:15]3[CH:20]=[CH:19][CH:18]=[CH:17][CH:16]=3)[CH:12]=[CH:11][C:4]=2[N:5]([CH3:10])[C:6](=[O:9])[CH2:7][N:8]=1.C(C1C=C(B(O)O)C=CC=1)=O.[CH3:32][O:33][C:34]1[CH:35]=[C:36](B(O)O)[CH:37]=[CH:38][C:39]=1[O:40][CH3:41]. (5) Given the product [NH2:7][C:8]1[C:17]2[C:12](=[CH:13][CH:14]=[CH:15][CH:16]=2)[C:11]([O:18][C:19]2[CH:24]=[CH:23][N:22]=[C:21]([NH:25][C:26]3[CH:31]=[C:30]([CH:29]=[C:28]([O:43][CH3:44])[CH:27]=3)[C:32]([NH:33][CH2:34][CH2:35][N:36]3[CH2:37][CH2:38][O:39][CH2:40][CH2:41]3)=[O:42])[N:20]=2)=[CH:10][CH:9]=1, predict the reactants needed to synthesize it. The reactants are: C(OC(=O)[NH:7][C:8]1[C:17]2[C:12](=[CH:13][CH:14]=[CH:15][CH:16]=2)[C:11]([O:18][C:19]2[CH:24]=[CH:23][N:22]=[C:21]([NH:25][C:26]3[CH:31]=[C:30]([C:32](=[O:42])[NH:33][CH2:34][CH2:35][N:36]4[CH2:41][CH2:40][O:39][CH2:38][CH2:37]4)[CH:29]=[C:28]([O:43][CH3:44])[CH:27]=3)[N:20]=2)=[CH:10][CH:9]=1)(C)(C)C.C(O)(C(F)(F)F)=O. (6) Given the product [CH2:1]([O:8][C@H:9]1[CH2:13][NH:12][C@H:11]([CH:24]([CH3:26])[CH3:25])[CH2:10]1)[C:2]1[CH:3]=[CH:4][CH:5]=[CH:6][CH:7]=1, predict the reactants needed to synthesize it. The reactants are: [CH2:1]([O:8][C@H:9]1[CH2:13][N:12](C(OCC2C=CC=CC=2)=O)[C@H:11]([C:24]([CH3:26])=[CH2:25])[CH2:10]1)[C:2]1[CH:7]=[CH:6][CH:5]=[CH:4][CH:3]=1. (7) Given the product [CH3:18][C:19]1[N:24]=[C:23]([CH2:25][O:26][C:2]2[N:7]=[C:6]3[CH2:8][CH2:9][CH2:10][C:5]3=[C:4]([C:11]3[CH:12]=[N:13][C:14]([CH3:17])=[N:15][CH:16]=3)[CH:3]=2)[CH:22]=[CH:21][CH:20]=1, predict the reactants needed to synthesize it. The reactants are: Cl[C:2]1[N:7]=[C:6]2[CH2:8][CH2:9][CH2:10][C:5]2=[C:4]([C:11]2[CH:12]=[N:13][C:14]([CH3:17])=[N:15][CH:16]=2)[CH:3]=1.[CH3:18][C:19]1[N:24]=[C:23]([CH2:25][OH:26])[CH:22]=[CH:21][CH:20]=1.C(=O)([O-])[O-].[Cs+].[Cs+].C(Cl)(Cl)Cl. (8) The reactants are: [Br:1][C:2]1[C:3]([F:11])=[C:4]([CH:8]=[CH:9][CH:10]=1)C(O)=O.C([N:14](CC)CC)C.C1(P(N=[N+]=[N-])(C2C=CC=CC=2)=O)C=CC=CC=1.CCCCCC. Given the product [Br:1][C:2]1[C:3]([F:11])=[C:4]([CH:8]=[CH:9][CH:10]=1)[NH2:14], predict the reactants needed to synthesize it. (9) Given the product [Cl:27][C:28]1[N:29]=[CH:30][C:31]([C:14]2[CH:15]=[C:16]3[C:11](=[CH:12][CH:13]=2)[NH:10][C:9]([C:3]2[C:4]([F:8])=[CH:5][CH:6]=[CH:7][C:2]=2[Cl:1])=[CH:17]3)=[C:32]([CH2:34][CH3:35])[CH:33]=1, predict the reactants needed to synthesize it. The reactants are: [Cl:1][C:2]1[CH:7]=[CH:6][CH:5]=[C:4]([F:8])[C:3]=1[C:9]1[NH:10][C:11]2[C:16]([CH:17]=1)=[CH:15][C:14](B1OC(C)(C)C(C)(C)O1)=[CH:13][CH:12]=2.[Cl:27][C:28]1[CH:33]=[C:32]([CH2:34][CH3:35])[C:31](I)=[CH:30][N:29]=1.C(=O)([O-])[O-].[K+].[K+].O.